Binary Classification. Given a drug SMILES string, predict its activity (active/inactive) in a high-throughput screening assay against a specified biological target. From a dataset of Cav3 T-type calcium channel HTS with 100,875 compounds. The compound is o1c(CNC(=O)c2[nH]cc(c2)C(=O)c2cc(OC)ccc2)ccc1. The result is 0 (inactive).